Dataset: Full USPTO retrosynthesis dataset with 1.9M reactions from patents (1976-2016). Task: Predict the reactants needed to synthesize the given product. (1) Given the product [F:54][C:51]1[C:52]2[CH:53]=[C:40]3[C:39]4[N:38]=[C:37]([C:13]5[C:12]([N:30]([CH3:35])[S:31]([CH3:34])(=[O:33])=[O:32])=[CH:11][C:10]6[C:15](=[C:16]([C:17]([NH:19][CH3:20])=[O:18])[N:8]([C:5]7[CH:4]=[CH:3][C:2]([F:1])=[CH:7][CH:6]=7)[N:9]=6)[CH:14]=5)[CH:46]=[CH:45][C:44]=4[CH2:43][CH2:42][N:41]3[C:47]=2[CH:48]=[CH:49][CH:50]=1, predict the reactants needed to synthesize it. The reactants are: [F:1][C:2]1[CH:7]=[CH:6][C:5]([N:8]2[C:16]([C:17]([NH:19][CH3:20])=[O:18])=[C:15]3[C:10]([CH:11]=[C:12]([N:30]([CH3:35])[S:31]([CH3:34])(=[O:33])=[O:32])[C:13](B4OC(C)(C)C(C)(C)O4)=[CH:14]3)=[N:9]2)=[CH:4][CH:3]=1.Cl[C:37]1[CH:46]=[CH:45][C:44]2[CH2:43][CH2:42][N:41]3[C:47]4[CH:48]=[CH:49][CH:50]=[C:51]([F:54])[C:52]=4[CH:53]=[C:40]3[C:39]=2[N:38]=1.CC(C1C=C(C(C)C)C(C2C=CC=CC=2P(C2CCCCC2)C2CCCCC2)=C(C(C)C)C=1)C. (2) Given the product [CH2:25]([NH:32][C:33](=[O:34])[NH:22][C:19]1[CH:20]=[CH:21][C:16]([CH2:15][N:12]2[C:13]([CH3:14])=[C:9]([CH2:8][C:7]([OH:6])=[O:24])[C:10]([CH3:23])=[N:11]2)=[CH:17][CH:18]=1)[C:26]1[CH:31]=[CH:30][CH:29]=[CH:28][CH:27]=1, predict the reactants needed to synthesize it. The reactants are: NC(N)=O.C[O:6][C:7](=[O:24])[CH2:8][C:9]1[C:10]([CH3:23])=[N:11][N:12]([CH2:15][C:16]2[CH:21]=[CH:20][C:19]([NH2:22])=[CH:18][CH:17]=2)[C:13]=1[CH3:14].[CH2:25]([N:32]=[C:33]=[O:34])[C:26]1[CH:31]=[CH:30][CH:29]=[CH:28][CH:27]=1. (3) Given the product [CH:2]1([N:6]2[CH2:11][CH2:10][CH:9]([CH2:12][CH:13]3[CH2:18][CH2:17][N:16]([C:19]4[CH:20]=[CH:21][C:22]([C:25]([NH:29][CH3:28])=[O:26])=[N:23][CH:24]=4)[CH2:15][CH2:14]3)[CH2:8][CH2:7]2)[CH2:5][CH2:4][CH2:3]1, predict the reactants needed to synthesize it. The reactants are: Cl.[CH:2]1([N:6]2[CH2:11][CH2:10][CH:9]([CH2:12][CH:13]3[CH2:18][CH2:17][N:16]([C:19]4[CH:20]=[CH:21][C:22]([C:25](Cl)=[O:26])=[N:23][CH:24]=4)[CH2:15][CH2:14]3)[CH2:8][CH2:7]2)[CH2:5][CH2:4][CH2:3]1.[CH3:28][NH2:29].